Predict the product of the given reaction. From a dataset of Forward reaction prediction with 1.9M reactions from USPTO patents (1976-2016). (1) Given the reactants P(Cl)(Cl)(Cl)(Cl)[Cl:2].[C:7]([O:14][CH2:15][CH:16]([CH2:21][CH3:22])[CH2:17][CH2:18][CH2:19][CH3:20])(=[O:13])/[CH:8]=[CH:9]\[C:10]([O-:12])=[O:11], predict the reaction product. The product is: [Cl-:2].[C:7]([O:14][CH2:15][CH:16]([CH2:21][CH3:22])[CH2:17][CH2:18][CH2:19][CH3:20])(=[O:13])/[CH:8]=[CH:9]\[C:10]([O-:12])=[O:11]. (2) Given the reactants C1C=CC(P(C2C=CC=CC=2)C2C=CC=CC=2)=CC=1.[C:20]([Cl:24])(Cl)(Cl)Cl.OC[CH:27]1[CH2:32][CH2:31][N:30]([C:33]([O:35][C:36]([CH3:39])([CH3:38])[CH3:37])=[O:34])[CH2:29][CH2:28]1, predict the reaction product. The product is: [Cl:24][CH2:20][CH:27]1[CH2:32][CH2:31][N:30]([C:33]([O:35][C:36]([CH3:39])([CH3:38])[CH3:37])=[O:34])[CH2:29][CH2:28]1. (3) Given the reactants [C:1]([C:3]1[CH:11]=[CH:10][C:6]([C:7]([OH:9])=O)=[CH:5][C:4]=1[CH3:12])#[N:2].[S:13]1[C:19]2[CH:20]=[CH:21][CH:22]=[CH:23][C:18]=2[NH:17][CH2:16][CH2:15][CH2:14]1, predict the reaction product. The product is: [C:1]([C:3]1[CH:11]=[CH:10][C:6]([C:7]([N:17]2[C:18]3[CH:23]=[CH:22][CH:21]=[CH:20][C:19]=3[S:13][CH2:14][CH2:15][CH2:16]2)=[O:9])=[CH:5][C:4]=1[CH3:12])#[N:2]. (4) Given the reactants [NH2:1][C:2]1[CH:7]=[C:6]([C:8]([F:11])([F:10])[F:9])[CH:5]=[CH:4][C:3]=1[C:12]1[N:17]=[CH:16][N:15]=[C:14]([O:18][C:19]2[C:24]3[N:25]=[C:26]([NH:28][C:29](=[O:31])[CH3:30])[S:27][C:23]=3[CH:22]=[CH:21][CH:20]=2)[CH:13]=1.[CH3:32][C:33]([O:36][C:37]([N:39]1[CH2:44][CH2:43][CH:42]([CH:45]=O)[CH2:41][CH2:40]1)=[O:38])([CH3:35])[CH3:34], predict the reaction product. The product is: [C:33]([O:36][C:37]([N:39]1[CH2:44][CH2:43][CH:42]([CH2:45][NH:1][C:2]2[CH:7]=[C:6]([C:8]([F:11])([F:9])[F:10])[CH:5]=[CH:4][C:3]=2[C:12]2[CH:13]=[C:14]([O:18][C:19]3[C:24]4[N:25]=[C:26]([NH:28][C:29](=[O:31])[CH3:30])[S:27][C:23]=4[CH:22]=[CH:21][CH:20]=3)[N:15]=[CH:16][N:17]=2)[CH2:41][CH2:40]1)=[O:38])([CH3:35])([CH3:32])[CH3:34]. (5) Given the reactants [C:1]([C:9]1[CH:14]=[CH:13][CH:12]=[CH:11][C:10]=1[NH:15][S:16]([C:19]1[CH:31]=[CH:30][C:22]([C:23]([NH:25][CH2:26][C:27](O)=[O:28])=[O:24])=[CH:21][CH:20]=1)(=[O:18])=[O:17])(=[O:8])[C:2]1[CH:7]=[CH:6][CH:5]=[CH:4][CH:3]=1.[N:32]1([CH:38]2[CH2:43][CH2:42][N:41]([C:44]3[CH:49]=[CH:48][C:47]([NH2:50])=[CH:46][CH:45]=3)[CH2:40][CH2:39]2)[CH2:37][CH2:36][CH2:35][CH2:34][CH2:33]1, predict the reaction product. The product is: [C:1]([C:9]1[CH:14]=[CH:13][CH:12]=[CH:11][C:10]=1[NH:15][S:16]([C:19]1[CH:20]=[CH:21][C:22]([C:23]([NH:25][CH2:26][C:27](=[O:28])[NH:50][C:47]2[CH:46]=[CH:45][C:44]([N:41]3[CH2:42][CH2:43][CH:38]([N:32]4[CH2:33][CH2:34][CH2:35][CH2:36][CH2:37]4)[CH2:39][CH2:40]3)=[CH:49][CH:48]=2)=[O:24])=[CH:30][CH:31]=1)(=[O:17])=[O:18])(=[O:8])[C:2]1[CH:3]=[CH:4][CH:5]=[CH:6][CH:7]=1. (6) Given the reactants FC(F)(F)C(O)=O.[CH2:8]([O:10][C:11](/[CH:13]=[CH:14]/[C:15]1[N:20]=[C:19](/[CH:21]=[CH:22]/[C:23]([OH:25])=O)[CH:18]=[CH:17][CH:16]=1)=[O:12])[CH3:9].C(Cl)CCl.C1C=CC2N(O)N=NC=2C=1.[NH2:40][O:41][CH:42]1[CH2:47][CH2:46][CH2:45][CH2:44][O:43]1, predict the reaction product. The product is: [O:43]1[CH2:44][CH2:45][CH2:46][CH2:47][CH:42]1[O:41][NH:40][C:23](/[CH:22]=[CH:21]/[C:19]1[N:20]=[C:15](/[CH:14]=[CH:13]/[C:11]([O:10][CH2:8][CH3:9])=[O:12])[CH:16]=[CH:17][CH:18]=1)=[O:25]. (7) The product is: [CH:26]1([NH:25][C:23]([C:4]2[N:3]=[C:2]([O:35][C@H:33]([CH3:34])[CH2:32][O:31][CH3:30])[CH:7]=[C:6]([N:8]3[CH2:13][CH2:12][CH:11]([C:14]4[C:22]5[C:17](=[N:18][CH:19]=[CH:20][CH:21]=5)[NH:16][N:15]=4)[CH2:10][CH2:9]3)[N:5]=2)=[O:24])[CH2:29][CH2:28][CH2:27]1. Given the reactants Cl[C:2]1[CH:7]=[C:6]([N:8]2[CH2:13][CH2:12][CH:11]([C:14]3[C:22]4[C:17](=[N:18][CH:19]=[CH:20][CH:21]=4)[NH:16][N:15]=3)[CH2:10][CH2:9]2)[N:5]=[C:4]([C:23]([NH:25][CH:26]2[CH2:29][CH2:28][CH2:27]2)=[O:24])[N:3]=1.[CH3:30][O:31][CH2:32][C@H:33]([OH:35])[CH3:34].C[Si]([N-][Si](C)(C)C)(C)C.[K+], predict the reaction product. (8) Given the reactants O1C=C(CN)N=C1.[CH3:8][C:9]1[N:10]=[CH:11][C:12]([CH2:15][NH2:16])=[N:13][CH:14]=1.[F:17][C:18]1[CH:39]=[CH:38][C:21]([CH2:22][N:23]2[CH2:27][CH2:26][N:25]([C:28]3[CH:29]=[C:30]([CH:34]=[CH:35][N:36]=3)[C:31](O)=[O:32])[C:24]2=[O:37])=[CH:20][CH:19]=1, predict the reaction product. The product is: [F:17][C:18]1[CH:19]=[CH:20][C:21]([CH2:22][N:23]2[CH2:27][CH2:26][N:25]([C:28]3[CH:29]=[C:30]([CH:34]=[CH:35][N:36]=3)[C:31]([NH:16][CH2:15][C:12]3[CH:11]=[N:10][C:9]([CH3:8])=[CH:14][N:13]=3)=[O:32])[C:24]2=[O:37])=[CH:38][CH:39]=1. (9) Given the reactants [N:1]1([CH:10]([NH:14][C:15]([O:17][CH2:18][C:19]2[CH:24]=[CH:23][CH:22]=[CH:21][CH:20]=2)=[O:16])[C:11]([OH:13])=O)[C:5]2[CH:6]=[CH:7][CH:8]=[CH:9][C:4]=2N=N1.[C:25](Cl)(=O)[C:26](Cl)=O.CN1CCO[CH2:34][CH2:33]1.[C:38](O)(=O)C.C([O-])(=O)C.[NH4+:46].[C:47](O)([C:49]([F:52])(F)F)=O, predict the reaction product. The product is: [F:52][C:49]1[C:47]2[NH:46][C:11](=[O:13])[CH:10]([NH:14][C:15](=[O:16])[O:17][CH2:18][C:19]3[CH:20]=[CH:21][CH:22]=[CH:23][CH:24]=3)[N:1]=[C:5]([C:6]3[CH:7]=[CH:8][CH:9]=[CH:4][CH:38]=3)[C:26]=2[CH:25]=[CH:34][CH:33]=1. (10) Given the reactants [NH2:1][C:2]1[CH:3]=[C:4]([CH:7]=[C:8]([CH2:10][O:11][CH3:12])[CH:9]=1)[C:5]#[N:6].[N:13]([O-])=O.[Na+].Cl.[F:18][C:19]1[CH:20]=[CH:21][C:22](/[CH:25]=[N:26]/[NH:27]S(C2C=CC(C)=CC=2)(=O)=O)=[N:23][CH:24]=1, predict the reaction product. The product is: [F:18][C:19]1[CH:20]=[CH:21][C:22]([C:25]2[N:26]=[N:27][N:1]([C:2]3[CH:3]=[C:4]([CH:7]=[C:8]([CH2:10][O:11][CH3:12])[CH:9]=3)[C:5]#[N:6])[N:13]=2)=[N:23][CH:24]=1.